From a dataset of Full USPTO retrosynthesis dataset with 1.9M reactions from patents (1976-2016). Predict the reactants needed to synthesize the given product. (1) Given the product [Br:21][C:22]1[CH:27]=[CH:26][C:25]([C:2]2[C:7]([S:8]([OH:11])(=[O:10])=[O:9])=[CH:6][C:5]([S:12]([OH:15])(=[O:14])=[O:13])=[CH:4][C:3]=2[S:16]([OH:19])(=[O:18])=[O:17])=[CH:24][CH:23]=1.[Na:20], predict the reactants needed to synthesize it. The reactants are: Br[C:2]1[C:7]([S:8]([OH:11])(=[O:10])=[O:9])=[CH:6][C:5]([S:12]([OH:15])(=[O:14])=[O:13])=[CH:4][C:3]=1[S:16]([OH:19])(=[O:18])=[O:17].[Na:20].[Br:21][C:22]1[CH:27]=[CH:26][C:25](I)=[CH:24][CH:23]=1.N1C=CC=CC=1C1C=CC=CN=1. (2) Given the product [F:38][C:39]([F:45])([F:44])[S:40]([O-:43])(=[O:42])=[O:41].[NH+:59]1[CH:63]=[CH:62][NH:61][CH:60]=1, predict the reactants needed to synthesize it. The reactants are: C1([Si](OC)(OC)OC)C=CC=CC=1.C(O[Si](OCC)(OCC)OCC)C.C[Si](OCC)(OCC)OCC.[F:38][C:39]([F:45])([F:44])[S:40]([O-:43])(=[O:42])=[O:41].C(O[Si](CCC[N+:59]1[CH2:63][CH2:62][N:61](C)[CH:60]=1)(OCC)OCC)C.Cl.C(OCC(O)C)C. (3) Given the product [Cl:23][C:18]1[CH:19]=[CH:20][CH:21]=[CH:22][C:17]=1[S:14]([N:10]1[CH2:11][CH2:12][CH2:13][C@@H:8]([C:6]([OH:7])=[O:5])[CH2:9]1)(=[O:15])=[O:16], predict the reactants needed to synthesize it. The reactants are: [OH-].[Li+].C([O:5][C:6]([C@@H:8]1[CH2:13][CH2:12][CH2:11][N:10]([S:14]([C:17]2[CH:22]=[CH:21][CH:20]=[CH:19][C:18]=2[Cl:23])(=[O:16])=[O:15])[CH2:9]1)=[O:7])C. (4) Given the product [C:26]1([CH:4]2[C:3](=[O:2])[N:19]([C:20]3[CH:25]=[CH:24][CH:23]=[CH:22][CH:21]=3)[C:7]3[N:8]=[C:9]([NH:12][C:13]4[CH:18]=[CH:17][CH:16]=[CH:15][CH:14]=4)[N:10]=[CH:11][C:6]=3[CH2:5]2)[CH:31]=[CH:30][CH:29]=[CH:28][CH:27]=1, predict the reactants needed to synthesize it. The reactants are: C[O:2][C:3](=O)[CH:4]([C:26]1[CH:31]=[CH:30][CH:29]=[CH:28][CH:27]=1)[CH2:5][C:6]1[C:7]([NH:19][C:20]2[CH:25]=[CH:24][CH:23]=[CH:22][CH:21]=2)=[N:8][C:9]([NH:12][C:13]2[CH:18]=[CH:17][CH:16]=[CH:15][CH:14]=2)=[N:10][CH:11]=1.S(=O)(=O)(O)O. (5) Given the product [NH2:5][C:6]1[S:7][C:8]2[CH2:14][CH:13]([N:15]([CH2:30][CH2:31][CH3:32])[CH2:16][CH2:17][CH2:18][CH2:19][CH2:20][C:21]3[CH:22]=[C:23]([OH:28])[C:24]([OH:27])=[CH:25][CH:26]=3)[CH2:12][CH2:11][C:9]=2[N:10]=1, predict the reactants needed to synthesize it. The reactants are: B(Br)(Br)Br.[NH2:5][C:6]1[S:7][C:8]2[CH2:14][CH:13]([N:15]([CH2:30][CH2:31][CH3:32])[CH2:16][CH2:17][CH2:18][CH2:19][CH2:20][C:21]3[CH:26]=[CH:25][C:24]([OH:27])=[C:23]([O:28]C)[CH:22]=3)[CH2:12][CH2:11][C:9]=2[N:10]=1. (6) The reactants are: [C:1]([N:8]1[CH2:13][CH2:12][NH:11][CH2:10][CH2:9]1)([O:3][C:4]([CH3:7])([CH3:6])[CH3:5])=[O:2].CCN(C(C)C)C(C)C.[Cl:23][CH2:24][C:25](O[C:25](=[O:26])[CH2:24][Cl:23])=[O:26].Cl. Given the product [C:1]([N:8]1[CH2:9][CH2:10][N:11]([C:25](=[O:26])[CH2:24][Cl:23])[CH2:12][CH2:13]1)([O:3][C:4]([CH3:7])([CH3:6])[CH3:5])=[O:2], predict the reactants needed to synthesize it. (7) Given the product [O:28]=[C:18]1[NH:17][CH:16]=[CH:15][C:14]2[N:13]=[C:12]([C:9]3[CH:10]=[CH:11][C:6]([CH:2]=[O:1])=[CH:7][CH:8]=3)[C:21]([C:22]3[CH:27]=[CH:26][CH:25]=[CH:24][CH:23]=3)=[CH:20][C:19]1=2, predict the reactants needed to synthesize it. The reactants are: [O:1]1CCO[CH:2]1[C:6]1[CH:11]=[CH:10][C:9]([C:12]2[C:21]([C:22]3[CH:27]=[CH:26][CH:25]=[CH:24][CH:23]=3)=[CH:20][C:19]3[C:14](=[CH:15][CH:16]=[N:17][C:18]=3[O:28]C)[N:13]=2)=[CH:8][CH:7]=1.Cl.C([O-])(O)=O.[Na+]. (8) Given the product [F:32][C:31]1[C:26]([C:18]2[CH:19]=[C:20]([C:2]3[CH:11]=[CH:10][N:9]=[C:8]4[C:3]=3[CH:4]=[CH:5][C:6]([C:12]([F:15])([F:14])[F:13])=[N:7]4)[CH:21]=[CH:22][C:17]=2[F:16])=[N:27][CH:28]=[C:29]([F:33])[CH:30]=1, predict the reactants needed to synthesize it. The reactants are: Cl[C:2]1[CH:11]=[CH:10][N:9]=[C:8]2[C:3]=1[CH:4]=[CH:5][C:6]([C:12]([F:15])([F:14])[F:13])=[N:7]2.[F:16][C:17]1[CH:22]=[CH:21][C:20](B(O)O)=[CH:19][C:18]=1[C:26]1[C:31]([F:32])=[CH:30][C:29]([F:33])=[CH:28][N:27]=1.